From a dataset of NCI-60 drug combinations with 297,098 pairs across 59 cell lines. Regression. Given two drug SMILES strings and cell line genomic features, predict the synergy score measuring deviation from expected non-interaction effect. Drug 1: CN(C)C1=NC(=NC(=N1)N(C)C)N(C)C. Drug 2: CCN(CC)CCNC(=O)C1=C(NC(=C1C)C=C2C3=C(C=CC(=C3)F)NC2=O)C. Cell line: SF-539. Synergy scores: CSS=-3.77, Synergy_ZIP=-0.599, Synergy_Bliss=-2.91, Synergy_Loewe=-12.1, Synergy_HSA=-5.43.